Dataset: Forward reaction prediction with 1.9M reactions from USPTO patents (1976-2016). Task: Predict the product of the given reaction. Given the reactants [Br:1][C:2]1[C:9]([CH3:10])=[CH:8][CH:7]=[CH:6][C:3]=1[C:4]#[N:5].[Br:11]N1C(=O)CCC1=O, predict the reaction product. The product is: [Br:1][C:2]1[C:9]([CH2:10][Br:11])=[CH:8][CH:7]=[CH:6][C:3]=1[C:4]#[N:5].